Predict the product of the given reaction. From a dataset of Forward reaction prediction with 1.9M reactions from USPTO patents (1976-2016). (1) Given the reactants Cl[C:2]1[CH:7]=[C:6]([S:8]([N:11]2[CH2:20][CH2:19][C:18]3[C@:13]([CH2:31][O:32][CH3:33])([CH2:14][C:15]4[CH:23]=[N:22][N:21]([C:24]5[CH:29]=[CH:28][C:27]([F:30])=[CH:26][CH:25]=5)[C:16]=4[CH:17]=3)[CH2:12]2)(=[O:10])=[O:9])[CH:5]=[CH:4][N:3]=1.[NH:34]1[CH2:38][CH2:37][CH2:36][CH2:35]1, predict the reaction product. The product is: [F:30][C:27]1[CH:28]=[CH:29][C:24]([N:21]2[C:16]3[CH:17]=[C:18]4[C@:13]([CH2:31][O:32][CH3:33])([CH2:14][C:15]=3[CH:23]=[N:22]2)[CH2:12][N:11]([S:8]([C:6]2[CH:5]=[CH:4][N:3]=[C:2]([N:34]3[CH2:38][CH2:37][CH2:36][CH2:35]3)[CH:7]=2)(=[O:10])=[O:9])[CH2:20][CH2:19]4)=[CH:25][CH:26]=1. (2) Given the reactants [CH3:1][CH:2]([N:4]1[CH2:9][CH2:8][N:7]([CH2:10][C:11]([N:13]2[C:21]3[C:16](=[CH:17][C:18]([O:25][CH3:26])=[C:19]([N+:22]([O-])=O)[CH:20]=3)[CH2:15][CH2:14]2)=[O:12])[CH2:6][CH2:5]1)[CH3:3].O.O.[Sn](Cl)Cl.Cl, predict the reaction product. The product is: [CH3:3][CH:2]([N:4]1[CH2:9][CH2:8][N:7]([CH2:10][C:11]([N:13]2[C:21]3[C:16](=[CH:17][C:18]([O:25][CH3:26])=[C:19]([NH2:22])[CH:20]=3)[CH2:15][CH2:14]2)=[O:12])[CH2:6][CH2:5]1)[CH3:1]. (3) Given the reactants C(O)[C:2]([NH2:7])([CH2:5][OH:6])[CH2:3]O.[Na+].[Cl-].[Cl-].[K+].[Cl-].[Cl-].[Ca+2].[O-]S([O-])(=O)=O.[Mg+2].[O:22]=[CH:23][C@@H:24]([C@H:26]([C@@H]([C@@H](CO)O)O)O)O.C1N(CCO)CCN(CCS(O)(=O)=O)C1.[OH-].[K+].O=C1O[C@H]([C@H](CO)O)C([O-])=C1O.CN(CC1C=CC=CC=1)CC#C, predict the reaction product. The product is: [C:23]1([CH:24]=[CH:26][CH:3]=[C:2]([NH2:7])[C:5]=1[OH:6])[OH:22]. (4) Given the reactants [CH2:1]([NH:3][C:4]([C:6]1[CH:11]=[CH:10][C:9]([N:12]2[CH:16]=[C:15]([C:17]([NH:19][CH:20]3[CH2:22][CH2:21]3)=[O:18])[N:14]=[N:13]2)=[C:8]([OH:23])[CH:7]=1)=[O:5])[CH3:2].Br[CH:25]([C:27]1[CH:32]=[CH:31][CH:30]=[CH:29][CH:28]=1)[CH3:26].C(=O)([O-])[O-].[K+].[K+].O, predict the reaction product. The product is: [CH2:1]([NH:3][C:4]([C:6]1[CH:11]=[CH:10][C:9]([N:12]2[CH:16]=[C:15]([C:17]([NH:19][CH:20]3[CH2:22][CH2:21]3)=[O:18])[N:14]=[N:13]2)=[C:8]([O:23][CH:25]([C:27]2[CH:32]=[CH:31][CH:30]=[CH:29][CH:28]=2)[CH3:26])[CH:7]=1)=[O:5])[CH3:2]. (5) Given the reactants Br[C:2]1[N:19]([CH2:20][O:21][CH2:22][CH2:23][Si:24]([CH3:27])([CH3:26])[CH3:25])[C:5]2[CH:6]=[N:7][N:8]([CH2:11][O:12][CH2:13][CH2:14][Si:15]([CH3:18])([CH3:17])[CH3:16])[C:9](=[O:10])[C:4]=2[C:3]=1[CH2:28][CH2:29][CH2:30][CH3:31].BrC1N(COCC[Si](C)(C)C)C2C=NN(COCC[Si](C)(C)C)C(=O)C=2C=1C.[CH:60]1([O:63][C:64]2[CH:65]=[C:66](B3OC(C)(C)C(C)(C)O3)[CH:67]=[CH:68][C:69]=2[O:70][CH3:71])[CH2:62][CH2:61]1.C1(OC2C=C(B3OC(C)(C)C(C)(C)O3)C=CC=2OC(F)F)CC1, predict the reaction product. The product is: [CH2:28]([C:3]1[C:4]2[C:9](=[O:10])[N:8]([CH2:11][O:12][CH2:13][CH2:14][Si:15]([CH3:18])([CH3:17])[CH3:16])[N:7]=[CH:6][C:5]=2[N:19]([CH2:20][O:21][CH2:22][CH2:23][Si:24]([CH3:27])([CH3:26])[CH3:25])[C:2]=1[C:66]1[CH:67]=[CH:68][C:69]([O:70][CH3:71])=[C:64]([O:63][CH:60]2[CH2:61][CH2:62]2)[CH:65]=1)[CH2:29][CH2:30][CH3:31]. (6) Given the reactants N1C=CN=C1.[C:6]([Si:10]([CH3:13])([CH3:12])Cl)([CH3:9])([CH3:8])[CH3:7].CN(C)C=O.[OH:19][C@@H:20]1[CH2:24][NH:23][C:22](=[O:25])[CH2:21]1, predict the reaction product. The product is: [Si:10]([O:19][C@@H:20]1[CH2:24][NH:23][C:22](=[O:25])[CH2:21]1)([C:6]([CH3:9])([CH3:8])[CH3:7])([CH3:13])[CH3:12]. (7) Given the reactants [C:1]1([S:7][CH2:8][CH2:9][CH2:10][CH2:11][CH2:12][NH:13][C:14]2[C:23]3[C:18](=[CH:19][CH:20]=[CH:21][CH:22]=3)[N:17]=[CH:16][C:15]=2[NH2:24])[CH:6]=[CH:5][CH:4]=[CH:3][CH:2]=1.[CH:25](OCC)(OCC)OCC.Cl.N1C=CC=CC=1, predict the reaction product. The product is: [C:1]1([S:7][CH2:8][CH2:9][CH2:10][CH2:11][CH2:12][N:13]2[C:14]3[C:23]4[CH:22]=[CH:21][CH:20]=[CH:19][C:18]=4[N:17]=[CH:16][C:15]=3[N:24]=[CH:25]2)[CH:2]=[CH:3][CH:4]=[CH:5][CH:6]=1. (8) Given the reactants Cl.[Br:2][C:3]1[CH:4]=[CH:5][C:6]([CH3:11])=[C:7]([NH:9][NH2:10])[CH:8]=1.C(O[CH:15]=[C:16]([C:19]#[N:20])[C:17]#[N:18])C, predict the reaction product. The product is: [NH2:20][C:19]1[N:9]([C:7]2[CH:8]=[C:3]([Br:2])[CH:4]=[CH:5][C:6]=2[CH3:11])[N:10]=[CH:15][C:16]=1[C:17]#[N:18]. (9) Given the reactants [Br:1][C:2]1[CH:3]=[C:4]([C:8]2([C:11]([O:13]C)=[O:12])[CH2:10][CH2:9]2)[CH:5]=[N:6][CH:7]=1.C[Si](C)(C)[O-].[K+:20], predict the reaction product. The product is: [Br:1][C:2]1[CH:3]=[C:4]([C:8]2([C:11]([O-:13])=[O:12])[CH2:9][CH2:10]2)[CH:5]=[N:6][CH:7]=1.[K+:20]. (10) Given the reactants [CH3:1][S:2]([O:5][C:6]1[CH:11]=[CH:10][C:9](/[CH:12]=[CH:13]/[C:14]([OH:16])=O)=[CH:8][CH:7]=1)(=[O:4])=[O:3].[NH:17]1[CH2:21][CH2:20][CH2:19][C@H:18]1[CH2:22][N:23]1[CH2:28][CH2:27][CH2:26][CH2:25][CH2:24]1, predict the reaction product. The product is: [O:16]=[C:14]([N:17]1[CH2:21][CH2:20][CH2:19][C@H:18]1[CH2:22][N:23]1[CH2:28][CH2:27][CH2:26][CH2:25][CH2:24]1)/[CH:13]=[CH:12]/[C:9]1[CH:8]=[CH:7][C:6]([O:5][S:2]([CH3:1])(=[O:3])=[O:4])=[CH:11][CH:10]=1.